From a dataset of NCI-60 drug combinations with 297,098 pairs across 59 cell lines. Regression. Given two drug SMILES strings and cell line genomic features, predict the synergy score measuring deviation from expected non-interaction effect. (1) Drug 2: CNC(=O)C1=NC=CC(=C1)OC2=CC=C(C=C2)NC(=O)NC3=CC(=C(C=C3)Cl)C(F)(F)F. Cell line: RXF 393. Drug 1: C1CCC(CC1)NC(=O)N(CCCl)N=O. Synergy scores: CSS=41.3, Synergy_ZIP=-2.11, Synergy_Bliss=0.617, Synergy_Loewe=0.375, Synergy_HSA=2.13. (2) Drug 1: C1=NC2=C(N1)C(=S)N=C(N2)N. Drug 2: CCC1(CC2CC(C3=C(CCN(C2)C1)C4=CC=CC=C4N3)(C5=C(C=C6C(=C5)C78CCN9C7C(C=CC9)(C(C(C8N6C=O)(C(=O)OC)O)OC(=O)C)CC)OC)C(=O)OC)O.OS(=O)(=O)O. Cell line: HCT116. Synergy scores: CSS=44.0, Synergy_ZIP=2.30, Synergy_Bliss=2.50, Synergy_Loewe=3.82, Synergy_HSA=4.05. (3) Drug 1: CC1=CC2C(CCC3(C2CCC3(C(=O)C)OC(=O)C)C)C4(C1=CC(=O)CC4)C. Cell line: EKVX. Drug 2: CC=C1C(=O)NC(C(=O)OC2CC(=O)NC(C(=O)NC(CSSCCC=C2)C(=O)N1)C(C)C)C(C)C. Synergy scores: CSS=56.9, Synergy_ZIP=24.0, Synergy_Bliss=20.0, Synergy_Loewe=-24.9, Synergy_HSA=23.3. (4) Drug 1: CC1=C(C=C(C=C1)NC2=NC=CC(=N2)N(C)C3=CC4=NN(C(=C4C=C3)C)C)S(=O)(=O)N.Cl. Drug 2: CCN(CC)CCCC(C)NC1=C2C=C(C=CC2=NC3=C1C=CC(=C3)Cl)OC. Cell line: M14. Synergy scores: CSS=22.0, Synergy_ZIP=-1.79, Synergy_Bliss=8.44, Synergy_Loewe=-0.346, Synergy_HSA=4.93. (5) Cell line: KM12. Drug 2: CC(C)CN1C=NC2=C1C3=CC=CC=C3N=C2N. Synergy scores: CSS=-6.19, Synergy_ZIP=8.10, Synergy_Bliss=0.937, Synergy_Loewe=-2.43, Synergy_HSA=-4.08. Drug 1: CC12CCC3C(C1CCC2O)C(CC4=C3C=CC(=C4)O)CCCCCCCCCS(=O)CCCC(C(F)(F)F)(F)F.